The task is: Predict the reactants needed to synthesize the given product.. This data is from Full USPTO retrosynthesis dataset with 1.9M reactions from patents (1976-2016). (1) Given the product [CH:16]1[C:17]2[C:22](=[CH:21][CH:20]=[CH:19][CH:18]=2)[CH:23]=[CH:24][C:15]=1[C@H:38]1[CH2:37][CH2:36][CH:35]=[CH:34]1, predict the reactants needed to synthesize it. The reactants are: O1CCOCC1.O([C:15]1[CH:24]=[CH:23][C:22]2[C:17](=[CH:18][CH:19]=[CH:20][CH:21]=2)[CH:16]=1)S(C(F)(F)F)(=O)=O.C(N(C(C)C)C(C)C)C.[CH:34]1[CH2:38][CH2:37][CH2:36][CH:35]=1. (2) Given the product [Cl:12][C:13]1[CH:37]=[CH:36][C:16]([CH2:17][N:18]2[C:23](=[O:6])[C:22]([NH:24][C:25]([CH:27]3[CH2:32][CH2:31][O:30][CH2:29][CH2:28]3)=[O:26])=[CH:21][N:20]=[C:19]2[NH:38][C:39]2[CH:40]=[CH:41][C:42]3[O:46][C:45]([CH2:47][CH3:48])=[C:44]([CH3:49])[C:43]=3[CH:50]=2)=[CH:15][CH:14]=1, predict the reactants needed to synthesize it. The reactants are: ClC1C=C(C=CC=1)C(OO)=[O:6].[Cl:12][C:13]1[CH:37]=[CH:36][C:16]([CH2:17][N:18]2[CH:23]=[C:22]([NH:24][C:25]([CH:27]3[CH2:32][CH2:31][O:30][CH2:29][CH2:28]3)=[O:26])[C:21](=O)[NH:20][CH:19]2SC)=[CH:15][CH:14]=1.[NH2:38][C:39]1[CH:40]=[CH:41][C:42]2[O:46][C:45]([CH2:47][CH3:48])=[C:44]([CH3:49])[C:43]=2[CH:50]=1.C(=O)([O-])O.[Na+].